From a dataset of Experimentally validated miRNA-target interactions with 360,000+ pairs, plus equal number of negative samples. Binary Classification. Given a miRNA mature sequence and a target amino acid sequence, predict their likelihood of interaction. The miRNA is mmu-miR-544-3p with sequence AUUCUGCAUUUUUAGCAAGCUC. The protein sequence of the target gene is MEQLSDEEIDHGAEEDSDKEDQDLDKMFGAWLGELDKLTQSLDSDKPMEPVKRSPLRQETNMANFSYRFSIYNLNEALNQGETVDLDALMADLCSIEQELSSIGSGNSKRQITETKATQKLPVSRHTLKHGTLKGLSSSSNRIAKPSHASYSLDDVTAQLEQASLSMDEAAQQSVLEDTKPLVTNQHRRTASAGTVSDAEVHSISNSSHSSITSAASSMDSLDIDKVTRPQELDLTHQGQPITEEEQAAKLKAEKIRVALEKIKEAQVKKLVIRVHMSDDSSKTMMVDERQTVRQVLDNL.... Result: 0 (no interaction).